Dataset: Full USPTO retrosynthesis dataset with 1.9M reactions from patents (1976-2016). Task: Predict the reactants needed to synthesize the given product. (1) Given the product [Cl:1][C:2]1[CH:3]=[C:4]([C:9]2[CH:10]=[C:11]([C:12]([F:15])([F:14])[F:13])[N:23]3[N:22]=[C:21]([C:24]([OH:26])=[O:25])[CH:20]=[C:19]3[N:18]=2)[CH:5]=[CH:6][C:7]=1[Cl:8], predict the reactants needed to synthesize it. The reactants are: [Cl:1][C:2]1[CH:3]=[C:4]([C:9](=O)[CH2:10][C:11](=O)[C:12]([F:15])([F:14])[F:13])[CH:5]=[CH:6][C:7]=1[Cl:8].[NH2:18][C:19]1[NH:23][N:22]=[C:21]([C:24]([OH:26])=[O:25])[CH:20]=1. (2) Given the product [NH2:1][C:2]1[N:10]=[C:9]2[CH:8]=[CH:7][C:6]([O:21][C:22]3[CH:23]=[C:24]([NH:28][C:29]([C:31]4[C:36]([CH3:37])=[CH:35][CH:34]=[CH:33][N:32]=4)=[O:30])[CH:25]=[CH:26][CH:27]=3)=[CH:5][N:4]2[CH:3]=1, predict the reactants needed to synthesize it. The reactants are: [NH2:1][C:2](=O)[CH2:3][N:4]1[C:9](=[N:10]S(C2C=CC(C)=CC=2)(=O)=O)[CH:8]=[CH:7][C:6]([O:21][C:22]2[CH:23]=[C:24]([NH:28][C:29]([C:31]3[C:36]([CH3:37])=[CH:35][CH:34]=[CH:33][N:32]=3)=[O:30])[CH:25]=[CH:26][CH:27]=2)=[CH:5]1.FC(F)(F)C(OC(=O)C(F)(F)F)=O.